Dataset: Catalyst prediction with 721,799 reactions and 888 catalyst types from USPTO. Task: Predict which catalyst facilitates the given reaction. (1) Reactant: FC(F)(F)[C:3](OC1C(OC(=O)C(F)(F)F)=C(I)C=CC=1)=[O:4].[F:22][C:23]1[CH:28]=[CH:27][C:26]([F:29])=[CH:25][C:24]=1[C:30]1[O:31][C:32]2[C:38](N)=[CH:37][C:36]([O:40]C)=[CH:35][C:33]=2[N:34]=1.[OH2:42]. Product: [F:22][C:23]1[CH:28]=[CH:27][C:26]([F:29])=[CH:25][C:24]=1[C:30]1[O:42][C:35]2[C:36](=[O:40])[CH:37]=[C:38]([O:4][CH3:3])[C:32](=[O:31])[C:33]=2[N:34]=1. The catalyst class is: 47. (2) Reactant: NC1C=CC(C2C=CC(C(=O)CC(C)(C)C(OC)=O)=CC=2)=CC=1.ClC1SC2C=CC=CC=2N=1.[S:34]1[C:38]2[CH:39]=[CH:40][CH:41]=[CH:42][C:37]=2[N:36]=[C:35]1[NH:43][C:44]1[CH:49]=[CH:48][C:47]([C:50]2[CH:55]=[CH:54][C:53]([C:56](=[O:65])[CH2:57][C:58]([CH3:64])([CH3:63])[C:59]([O:61]C)=[O:60])=[CH:52][CH:51]=2)=[CH:46][CH:45]=1.[OH-].[Na+].Cl. Product: [S:34]1[C:38]2[CH:39]=[CH:40][CH:41]=[CH:42][C:37]=2[N:36]=[C:35]1[NH:43][C:44]1[CH:45]=[CH:46][C:47]([C:50]2[CH:55]=[CH:54][C:53]([C:56](=[O:65])[CH2:57][C:58]([CH3:63])([CH3:64])[C:59]([OH:61])=[O:60])=[CH:52][CH:51]=2)=[CH:48][CH:49]=1. The catalyst class is: 51. (3) Reactant: [NH2:1][CH:2]1[CH:6]([C:7]2[CH:12]=[CH:11][C:10]([Cl:13])=[C:9]([Cl:14])[CH:8]=2)[CH2:5][N:4]([C:15]([CH:17]2[CH2:22][CH2:21][N:20]([C:23]([C:25]3([CH3:28])[CH2:27][CH2:26]3)=[O:24])[CH2:19][CH2:18]2)=[O:16])[CH2:3]1.[CH3:29][C:30]([CH3:32])=O.C(O[BH-](OC(=O)C)OC(=O)C)(=O)C.[Na+].C(O)(=O)C. Product: [Cl:14][C:9]1[CH:8]=[C:7]([C@H:6]2[C@H:2]([NH:1][CH:30]([CH3:32])[CH3:29])[CH2:3][N:4]([C:15]([CH:17]3[CH2:22][CH2:21][N:20]([C:23]([C:25]4([CH3:28])[CH2:27][CH2:26]4)=[O:24])[CH2:19][CH2:18]3)=[O:16])[CH2:5]2)[CH:12]=[CH:11][C:10]=1[Cl:13]. The catalyst class is: 4. (4) Reactant: Cl[C:2]1[C:11]2[C:6](=[CH:7][C:8]([O:14][CH3:15])=[C:9]([O:12][CH3:13])[CH:10]=2)[N:5]=[CH:4][CH:3]=1.[Cl:16][C:17]1[CH:18]=[CH:19][C:20]([OH:26])=[C:21]([CH:25]=1)[C:22]([NH2:24])=[O:23]. Product: [Cl:16][C:17]1[CH:18]=[CH:19][C:20]([O:26][C:2]2[C:11]3[C:6](=[CH:7][C:8]([O:14][CH3:15])=[C:9]([O:12][CH3:13])[CH:10]=3)[N:5]=[CH:4][CH:3]=2)=[C:21]([CH:25]=1)[C:22]([NH2:24])=[O:23]. The catalyst class is: 420. (5) Reactant: [CH3:1][N:2]([CH3:23])[CH2:3][CH2:4][CH2:5][NH:6][C:7]([O:9][C@@H:10]1[CH2:15][CH2:14][CH2:13][N:12](C(OC(C)(C)C)=O)[CH2:11]1)=[O:8].Cl. Product: [CH3:23][N:2]([CH3:1])[CH2:3][CH2:4][CH2:5][NH:6][C:7](=[O:8])[O:9][C@@H:10]1[CH2:15][CH2:14][CH2:13][NH:12][CH2:11]1. The catalyst class is: 12. (6) Reactant: [C:1]1([CH3:13])[CH:6]=[CH:5][CH:4]=[CH:3][C:2]=1[C:7]1[NH:8][C:9](=[S:12])[NH:10][CH:11]=1.C(N(CC)C(C)C)(C)C.Cl[CH2:24][C:25](Cl)=[O:26].[F:28][C:29]1[CH:30]=[C:31]([CH:34]=[C:35]([O:38][CH3:39])[C:36]=1[OH:37])[CH:32]=O. Product: [F:28][C:29]1[CH:30]=[C:31](/[CH:32]=[C:24]2/[C:25](=[O:26])[N:10]3[CH:11]=[C:7]([C:2]4[CH:3]=[CH:4][CH:5]=[CH:6][C:1]=4[CH3:13])[N:8]=[C:9]3[S:12]/2)[CH:34]=[C:35]([O:38][CH3:39])[C:36]=1[OH:37]. The catalyst class is: 38. (7) Reactant: N[C:2]1C=CC=C2[C:3]=1C(=O)N(C1CCC(=O)NC1=O)C(C)=N2.[NH2:22][C:23]1[CH:31]=[CH:30][CH:29]=[C:28]([N+:32]([O-:34])=[O:33])[C:24]=1[C:25]([OH:27])=[O:26]. Product: [CH3:2][C:3]1[O:26][C:25](=[O:27])[C:24]2[C:28]([N+:32]([O-:34])=[O:33])=[CH:29][CH:30]=[CH:31][C:23]=2[N:22]=1. The catalyst class is: 152.